Task: Predict which catalyst facilitates the given reaction.. Dataset: Catalyst prediction with 721,799 reactions and 888 catalyst types from USPTO (1) Reactant: Cl[CH2:2][C:3]([NH:5][C:6]1[CH:11]=[C:10]([C:12]#[C:13][C:14]2[N:18]3[N:19]=[C:20]([C:23]4[CH:28]=[CH:27][C:26]([C:29]([N:31]5[CH2:36][CH2:35][O:34][CH2:33][CH2:32]5)=[O:30])=[CH:25][CH:24]=4)[CH:21]=[CH:22][C:17]3=[N:16][CH:15]=2)[CH:9]=[CH:8][N:7]=1)=[O:4].C(O)C.[CH3:40][N:41](C=O)C.CN. Product: [CH3:40][NH:41][CH2:2][C:3]([NH:5][C:6]1[CH:11]=[C:10]([C:12]#[C:13][C:14]2[N:18]3[N:19]=[C:20]([C:23]4[CH:28]=[CH:27][C:26]([C:29]([N:31]5[CH2:36][CH2:35][O:34][CH2:33][CH2:32]5)=[O:30])=[CH:25][CH:24]=4)[CH:21]=[CH:22][C:17]3=[N:16][CH:15]=2)[CH:9]=[CH:8][N:7]=1)=[O:4]. The catalyst class is: 8. (2) Reactant: [CH3:1][N:2]1[C:6]2[C:7]([N+:11]([O-])=O)=[N:8][CH:9]=[CH:10][C:5]=2[NH:4][C:3]1=[O:14]. Product: [NH2:11][C:7]1[C:6]2[N:2]([CH3:1])[C:3](=[O:14])[NH:4][C:5]=2[CH:10]=[CH:9][N:8]=1. The catalyst class is: 94. (3) Reactant: [O:1]=[C:2]([CH2:8][CH2:9][C:10]1[CH:15]=[CH:14][CH:13]=[CH:12][C:11]=1[CH2:16][O:17][CH2:18][CH2:19][NH:20][C:21]([C:34]1[CH:39]=[CH:38][CH:37]=[CH:36][CH:35]=1)([C:28]1[CH:33]=[CH:32][CH:31]=[CH:30][CH:29]=1)[C:22]1[CH:27]=[CH:26][CH:25]=[CH:24][CH:23]=1)[CH2:3][C:4]([O:6][CH3:7])=[O:5].[Cl:40][C:41]1[CH:48]=[CH:47][CH:46]=[C:45]([Cl:49])[C:42]=1[CH:43]=O.C(O)(=O)C.N1CCCCC1. Product: [CH3:7][O:6][C:4](=[O:5])[C:3]([C:2](=[O:1])[CH2:8][CH2:9][C:10]1[CH:15]=[CH:14][CH:13]=[CH:12][C:11]=1[CH2:16][O:17][CH2:18][CH2:19][NH:20][C:21]([C:34]1[CH:39]=[CH:38][CH:37]=[CH:36][CH:35]=1)([C:28]1[CH:29]=[CH:30][CH:31]=[CH:32][CH:33]=1)[C:22]1[CH:23]=[CH:24][CH:25]=[CH:26][CH:27]=1)=[CH:43][C:42]1[C:41]([Cl:40])=[CH:48][CH:47]=[CH:46][C:45]=1[Cl:49]. The catalyst class is: 48. (4) Reactant: [Br:1][C:2]1[CH:33]=[CH:32][C:31]([F:34])=[CH:30][C:3]=1[O:4][CH:5]1[CH2:10][CH2:9][N:8]([C:11]2[S:15][C:14]([C:16]3[N:20]=[C:19]([CH2:21][C@H:22]4[O:26]C(C)(C)[O:24][C:23]4=[O:29])[O:18][N:17]=3)=[N:13][N:12]=2)[CH2:7][CH2:6]1.[OH-].[K+].Cl. Product: [Br:1][C:2]1[CH:33]=[CH:32][C:31]([F:34])=[CH:30][C:3]=1[O:4][CH:5]1[CH2:10][CH2:9][N:8]([C:11]2[S:15][C:14]([C:16]3[N:20]=[C:19]([CH2:21][C@@H:22]([OH:26])[C:23]([OH:29])=[O:24])[O:18][N:17]=3)=[N:13][N:12]=2)[CH2:7][CH2:6]1. The catalyst class is: 5. (5) Reactant: [S:1](Cl)([C:4]1[C:16]2[CH:15]=[CH:14][CH:13]=[C:9]([N:10]([CH3:12])[CH3:11])[C:8]=2[CH:7]=[CH:6][CH:5]=1)(=[O:3])=[O:2].[CH3:18][O:19][CH:20]([O:23][CH3:24])[CH2:21][NH2:22].CCN(CC)CC. Product: [CH3:18][O:19][CH:20]([O:23][CH3:24])[CH2:21][NH:22][S:1]([C:4]1[C:16]2[C:8](=[C:9]([N:10]([CH3:12])[CH3:11])[CH:13]=[CH:14][CH:15]=2)[CH:7]=[CH:6][CH:5]=1)(=[O:3])=[O:2]. The catalyst class is: 2. (6) Reactant: [Li]CCCC.[O:6]1[C:10]2[CH:11]=[CH:12][CH:13]=[CH:14][C:9]=2[CH:8]=[CH:7]1.[Cl:15][CH2:16][CH2:17][CH2:18]I.[NH4+].[Cl-]. Product: [Cl:15][CH2:16][CH2:17][CH2:18][C:7]1[O:6][C:10]2[CH:11]=[CH:12][CH:13]=[CH:14][C:9]=2[CH:8]=1. The catalyst class is: 356. (7) Reactant: Cl[C:2]1[N:7]=[C:6]([O:8][CH3:9])[C:5]([C@@:10]2([CH3:16])[CH2:14][CH2:13][NH:12][C:11]2=[O:15])=[CH:4][CH:3]=1.[CH3:17][N:18]1[C:26]2[C:21](=[CH:22][C:23](B(O)O)=[CH:24][CH:25]=2)[CH:20]=[CH:19]1.C([O-])([O-])=O.[Na+].[Na+]. Product: [CH3:9][O:8][C:6]1[C:5]([C@@:10]2([CH3:16])[CH2:14][CH2:13][NH:12][C:11]2=[O:15])=[CH:4][CH:3]=[C:2]([C:23]2[CH:22]=[C:21]3[C:26](=[CH:25][CH:24]=2)[N:18]([CH3:17])[CH:19]=[CH:20]3)[N:7]=1. The catalyst class is: 294. (8) Reactant: [Li]CCCC.Br[C:7]1[CH:12]=[CH:11][C:10]([Br:13])=[CH:9][N:8]=1.[CH3:14][C:15]1([CH3:26])[CH2:20][C:19](=[O:21])[CH2:18][CH2:17][CH:16]1[C:22]([O:24][CH3:25])=[O:23]. Product: [Br:13][C:10]1[CH:11]=[CH:12][C:7]([C:19]2([OH:21])[CH2:18][CH2:17][CH:16]([C:22]([O:24][CH3:25])=[O:23])[C:15]([CH3:14])([CH3:26])[CH2:20]2)=[N:8][CH:9]=1. The catalyst class is: 11. (9) Reactant: [CH3:1][C:2]1([CH3:27])[C:10]2[C:5](=[CH:6][C:7]([N:11]3[C:15](=[O:16])[C:14]([CH3:18])([CH3:17])[N:13]([CH2:19][C:20]4[CH:25]=[CH:24][N:23]=[CH:22][CH:21]=4)[C:12]3=[O:26])=[CH:8][CH:9]=2)[NH:4][CH2:3]1.Cl.[N:29]1[CH:34]=[CH:33][CH:32]=[CH:31][C:30]=1[S:35](Cl)(=[O:37])=[O:36]. Product: [CH3:1][C:2]1([CH3:27])[C:10]2[C:5](=[CH:6][C:7]([N:11]3[C:15](=[O:16])[C:14]([CH3:17])([CH3:18])[N:13]([CH2:19][C:20]4[CH:25]=[CH:24][N:23]=[CH:22][CH:21]=4)[C:12]3=[O:26])=[CH:8][CH:9]=2)[N:4]([S:35]([C:30]2[CH:31]=[CH:32][CH:33]=[CH:34][N:29]=2)(=[O:37])=[O:36])[CH2:3]1. The catalyst class is: 17. (10) Reactant: [N:1]1[CH:6]=[CH:5][C:4]([CH2:7]O)=[CH:3][CH:2]=1.C1(P(C2C=CC=CC=2)C2C=CC=CC=2)C=CC=CC=1.[NH:28]1[C:32]2=[N:33][CH:34]=[CH:35][CH:36]=[C:31]2[CH:30]=[C:29]1[C:37]([O:39][CH2:40][CH3:41])=[O:38].N(C(OCC)=O)=NC(OCC)=O. Product: [N:1]1[CH:2]=[CH:3][C:4]([CH2:7][N:28]2[C:32]3=[N:33][CH:34]=[CH:35][CH:36]=[C:31]3[CH:30]=[C:29]2[C:37]([O:39][CH2:40][CH3:41])=[O:38])=[CH:5][CH:6]=1. The catalyst class is: 7.